Dataset: Reaction yield outcomes from USPTO patents with 853,638 reactions. Task: Predict the reaction yield, written as a fraction of the theoretical maximum amount of product (1.0 means a 100% yield; for example, 0.34 means a 34% yield). The reactants are [NH2:1][C:2]1[C:3]([NH:8][CH2:9][N:10]2[CH2:14][CH:13]([CH2:15][CH2:16][CH3:17])[CH2:12][C:11]2=[O:18])=[N:4][CH:5]=[CH:6][CH:7]=1.[C:19]1(C)C=CC(S(O)(=O)=O)=CC=1.C([O-])(O)=O.[Na+].CCOC(C)=O. The catalyst is C(OC)(OC)OC. The product is [N:1]1[C:2]2[C:3](=[N:4][CH:5]=[CH:6][CH:7]=2)[N:8]([CH2:9][N:10]2[CH2:14][CH:13]([CH2:15][CH2:16][CH3:17])[CH2:12][C:11]2=[O:18])[CH:19]=1. The yield is 0.610.